The task is: Predict the product of the given reaction.. This data is from Forward reaction prediction with 1.9M reactions from USPTO patents (1976-2016). (1) Given the reactants C[Si]([C:5]#[C:6][C:7]1[CH:16]=[CH:15][C:10]([C:11]([O:13][CH3:14])=[O:12])=[CH:9][CH:8]=1)(C)C.C(=O)([O-])[O-].[K+].[K+], predict the reaction product. The product is: [C:6]([C:7]1[CH:16]=[CH:15][C:10]([C:11]([O:13][CH3:14])=[O:12])=[CH:9][CH:8]=1)#[CH:5]. (2) Given the reactants [CH3:1][N:2]([CH2:4][CH:5]([C:14]1([OH:20])[CH2:19][CH2:18][CH2:17][CH2:16][CH2:15]1)[C:6]1[CH:7]=[CH:8][C:9]([O:12]C)=[CH:10][CH:11]=1)[CH3:3].Cl.[OH-].[Na+].C(O)(=O)CS.C, predict the reaction product. The product is: [CH3:1][N:2]([CH2:4][CH:5]([C:14]1([OH:20])[CH2:19][CH2:18][CH2:17][CH2:16][CH2:15]1)[C:6]1[CH:7]=[CH:8][C:9]([OH:12])=[CH:10][CH:11]=1)[CH3:3].